Dataset: Experimentally validated miRNA-target interactions with 360,000+ pairs, plus equal number of negative samples. Task: Binary Classification. Given a miRNA mature sequence and a target amino acid sequence, predict their likelihood of interaction. The miRNA is hsa-miR-99b-5p with sequence CACCCGUAGAACCGACCUUGCG. The protein sequence of the target gene is MAIPGRQYGLILPKKTQQLHPVLQKPSVFGNDSDDDDETSVSESLQREAAKKQAMKQTKLEIQKALAEDATVYEYDSIYDEMQKKKEENNPKLLLGKDRKPKYIHNLLKAVEIRKKEQEKRMEKKIQREREMEKGEFDDKEAFVTSAYKKKLQERAEEEEREKRAAALEACLDVTKQKDLSGFYRHLLNQAVGEEEVPKCSFREARSGIKEEKSRGFSNEVSSKNRIPQEKCILQTDVKVEENPDADSDFDAKSSADDEIEETRVNCRREKVIETPENDFKHHRSQNHSRSPSEERGHST.... Result: 0 (no interaction).